From a dataset of Reaction yield outcomes from USPTO patents with 853,638 reactions. Predict the reaction yield, written as a fraction of the theoretical maximum amount of product (1.0 means a 100% yield; for example, 0.34 means a 34% yield). (1) The reactants are C([O:3][C:4]([C:6]1[N:7]([CH2:13][O:14][CH2:15][CH2:16][Si:17]([CH3:20])([CH3:19])[CH3:18])[CH:8]=[C:9]([C:11]#[N:12])[N:10]=1)=[O:5])C.[OH-].[K+:22]. The yield is 1.00. The catalyst is C(O)C. The product is [K+:22].[C:11]([C:9]1[N:10]=[C:6]([C:4]([O-:5])=[O:3])[N:7]([CH2:13][O:14][CH2:15][CH2:16][Si:17]([CH3:18])([CH3:19])[CH3:20])[CH:8]=1)#[N:12]. (2) The product is [Cl:3][C:4]1[C:11]([Br:1])=[CH:10][C:7]([O:8][CH3:9])=[C:6]([NH2:12])[CH:5]=1. The yield is 0.330. The catalyst is ClCCl. The reactants are [Br:1]Br.[Cl:3][C:4]1[CH:5]=[C:6]([NH2:12])[C:7](=[CH:10][CH:11]=1)[O:8][CH3:9]. (3) The reactants are Cl.[O:2]1CCO[CH:3]1[C:7]1[C:11]2[CH:12]=[CH:13][C:14]([O:16][CH3:17])=[CH:15][C:10]=2[O:9][C:8]=1[CH3:18]. The catalyst is C1COCC1. The product is [CH3:17][O:16][C:14]1[CH:13]=[CH:12][C:11]2[C:7]([CH:3]=[O:2])=[C:8]([CH3:18])[O:9][C:10]=2[CH:15]=1. The yield is 0.810. (4) The reactants are [C:1](Cl)(=O)C.[C:5]([OH:13])(=O)[C@@H:6]([CH2:8][C:9]([OH:11])=[O:10])[OH:7].[CH3:14][OH:15]. No catalyst specified. The product is [CH3:14][O:15][C:5](=[O:13])[C@H:6]([OH:7])[CH2:8][C:9]([O:11][CH3:1])=[O:10]. The yield is 1.00. (5) The reactants are [F:1][C:2]1[CH:7]=[CH:6][C:5]([C:8](=[O:19])[CH2:9][C:10](=[NH:18])[NH:11][C:12]2[CH:17]=[CH:16][CH:15]=[CH:14][CH:13]=2)=[CH:4][CH:3]=1.[C:20](OC)(=[O:23])[C:21]#[CH:22]. The catalyst is CO. The product is [NH2:18][C:10]1[N:11]([C:12]2[CH:13]=[CH:14][CH:15]=[CH:16][CH:17]=2)[C:20](=[O:23])[CH:21]=[CH:22][C:9]=1[C:8](=[O:19])[C:5]1[CH:6]=[CH:7][C:2]([F:1])=[CH:3][CH:4]=1. The yield is 0.560.